From a dataset of Full USPTO retrosynthesis dataset with 1.9M reactions from patents (1976-2016). Predict the reactants needed to synthesize the given product. (1) Given the product [CH3:1][O:2][C:3](=[O:27])[CH2:4][O:5][C:6]1[CH:15]=[CH:14][C:13]([F:16])=[C:12]2[C:7]=1[C:8]([CH3:26])=[C:9]([CH2:18][C:19]1[CH:20]=[CH:21][C:22]([Cl:25])=[CH:23][CH:24]=1)[C:10]([O:17][CH:35]([F:37])[F:36])=[N:11]2, predict the reactants needed to synthesize it. The reactants are: [CH3:1][O:2][C:3](=[O:27])[CH2:4][O:5][C:6]1[CH:15]=[CH:14][C:13]([F:16])=[C:12]2[C:7]=1[C:8]([CH3:26])=[C:9]([CH2:18][C:19]1[CH:24]=[CH:23][C:22]([Cl:25])=[CH:21][CH:20]=1)[C:10](=[O:17])[NH:11]2.C(=O)([O-])[O-].[K+].[K+].Cl[C:35](OC(=O)C)([F:37])[F:36]. (2) Given the product [CH3:3][C@@H:4]1[N:5]([C:10]([C:12]2[CH:17]=[CH:16][CH:15]=[CH:14][N:13]=2)=[O:11])[CH2:6][CH2:7][N:8]([S:35]([C:32]2[CH:31]=[CH:30][C:29]([C:27]#[N:28])=[CH:34][CH:33]=2)(=[O:37])=[O:36])[CH2:9]1, predict the reactants needed to synthesize it. The reactants are: Cl.Cl.[CH3:3][C@H:4]1[CH2:9][NH:8][CH2:7][CH2:6][N:5]1[C:10]([C:12]1[CH:17]=[CH:16][CH:15]=[CH:14][N:13]=1)=[O:11].CCN(C(C)C)C(C)C.[C:27]([C:29]1[CH:34]=[CH:33][C:32]([S:35](Cl)(=[O:37])=[O:36])=[CH:31][CH:30]=1)#[N:28].O. (3) The reactants are: C(OC(=O)[NH:7][C:8]1[N:9]([CH3:25])[C:10](=[O:24])[CH2:11][C@:12]([C:17]2[CH:22]=[CH:21][CH:20]=[C:19]([NH2:23])[CH:18]=2)([CH2:14][CH2:15][CH3:16])[N:13]=1)(C)(C)C.[F:27][C:28]([F:36])([F:35])[C:29]1([C:32](O)=[O:33])[CH2:31][CH2:30]1. Given the product [NH2:7][C:8]1[N:9]([CH3:25])[C:10](=[O:24])[CH2:11][C@:12]([C:17]2[CH:18]=[C:19]([NH:23][C:32]([C:29]3([C:28]([F:36])([F:35])[F:27])[CH2:31][CH2:30]3)=[O:33])[CH:20]=[CH:21][CH:22]=2)([CH2:14][CH2:15][CH3:16])[N:13]=1, predict the reactants needed to synthesize it.